From a dataset of NCI-60 drug combinations with 297,098 pairs across 59 cell lines. Regression. Given two drug SMILES strings and cell line genomic features, predict the synergy score measuring deviation from expected non-interaction effect. (1) Drug 1: C1CC(=O)NC(=O)C1N2CC3=C(C2=O)C=CC=C3N. Drug 2: C1CC(=O)NC(=O)C1N2C(=O)C3=CC=CC=C3C2=O. Cell line: EKVX. Synergy scores: CSS=6.66, Synergy_ZIP=-0.638, Synergy_Bliss=2.45, Synergy_Loewe=1.56, Synergy_HSA=0.495. (2) Drug 1: COC1=C(C=C2C(=C1)N=CN=C2NC3=CC(=C(C=C3)F)Cl)OCCCN4CCOCC4. Drug 2: CCC1=CC2CC(C3=C(CN(C2)C1)C4=CC=CC=C4N3)(C5=C(C=C6C(=C5)C78CCN9C7C(C=CC9)(C(C(C8N6C)(C(=O)OC)O)OC(=O)C)CC)OC)C(=O)OC.C(C(C(=O)O)O)(C(=O)O)O. Cell line: PC-3. Synergy scores: CSS=68.7, Synergy_ZIP=6.87, Synergy_Bliss=8.39, Synergy_Loewe=10.7, Synergy_HSA=12.2. (3) Drug 1: C1=CN(C(=O)N=C1N)C2C(C(C(O2)CO)O)O.Cl. Drug 2: CC1=C(N=C(N=C1N)C(CC(=O)N)NCC(C(=O)N)N)C(=O)NC(C(C2=CN=CN2)OC3C(C(C(C(O3)CO)O)O)OC4C(C(C(C(O4)CO)O)OC(=O)N)O)C(=O)NC(C)C(C(C)C(=O)NC(C(C)O)C(=O)NCCC5=NC(=CS5)C6=NC(=CS6)C(=O)NCCC[S+](C)C)O. Cell line: HCC-2998. Synergy scores: CSS=55.9, Synergy_ZIP=-8.09, Synergy_Bliss=-8.09, Synergy_Loewe=0.521, Synergy_HSA=1.21. (4) Drug 1: CC(C1=C(C=CC(=C1Cl)F)Cl)OC2=C(N=CC(=C2)C3=CN(N=C3)C4CCNCC4)N. Drug 2: CC1=C(C(=CC=C1)Cl)NC(=O)C2=CN=C(S2)NC3=CC(=NC(=N3)C)N4CCN(CC4)CCO. Cell line: HS 578T. Synergy scores: CSS=16.5, Synergy_ZIP=3.30, Synergy_Bliss=2.70, Synergy_Loewe=-20.4, Synergy_HSA=-2.47. (5) Drug 1: CC1=C(C=C(C=C1)NC2=NC=CC(=N2)N(C)C3=CC4=NN(C(=C4C=C3)C)C)S(=O)(=O)N.Cl. Drug 2: C1CC(=O)NC(=O)C1N2CC3=C(C2=O)C=CC=C3N. Cell line: HT29. Synergy scores: CSS=-8.01, Synergy_ZIP=-0.518, Synergy_Bliss=-5.27, Synergy_Loewe=-6.64, Synergy_HSA=-7.81. (6) Drug 1: CC1CCC2CC(C(=CC=CC=CC(CC(C(=O)C(C(C(=CC(C(=O)CC(OC(=O)C3CCCCN3C(=O)C(=O)C1(O2)O)C(C)CC4CCC(C(C4)OC)OCCO)C)C)O)OC)C)C)C)OC. Drug 2: CC1C(C(CC(O1)OC2CC(CC3=C2C(=C4C(=C3O)C(=O)C5=CC=CC=C5C4=O)O)(C(=O)C)O)N)O. Cell line: NCI-H522. Synergy scores: CSS=50.0, Synergy_ZIP=-2.03, Synergy_Bliss=0.603, Synergy_Loewe=2.67, Synergy_HSA=3.94.